Task: Regression. Given a peptide amino acid sequence and an MHC pseudo amino acid sequence, predict their binding affinity value. This is MHC class I binding data.. Dataset: Peptide-MHC class I binding affinity with 185,985 pairs from IEDB/IMGT (1) The peptide sequence is IRHLFGNYI. The MHC is HLA-A24:02 with pseudo-sequence HLA-A24:02. The binding affinity (normalized) is 0.0124. (2) The peptide sequence is VLYCVHQRV. The MHC is HLA-B08:01 with pseudo-sequence HLA-B08:01. The binding affinity (normalized) is 0.0847.